This data is from Reaction yield outcomes from USPTO patents with 853,638 reactions. The task is: Predict the reaction yield, written as a fraction of the theoretical maximum amount of product (1.0 means a 100% yield; for example, 0.34 means a 34% yield). (1) The reactants are [CH3:1][C:2]1[NH:9][C:5]2[N:6]=[CH:7][S:8][C:4]=2[CH:3]=1.[N:10]1([S:15]([C:18]2[CH:25]=[CH:24][CH:23]=[CH:22][C:19]=2[CH:20]=[O:21])(=[O:17])=[O:16])[CH2:14][CH2:13][CH2:12][CH2:11]1.[OH-].[Na+]. The catalyst is CN(C=O)C.O. The product is [CH3:1][C:2]1[NH:9][C:5]2[N:6]=[CH:7][S:8][C:4]=2[C:3]=1[CH:20]([C:19]1[CH:22]=[CH:23][CH:24]=[CH:25][C:18]=1[S:15]([N:10]1[CH2:14][CH2:13][CH2:12][CH2:11]1)(=[O:16])=[O:17])[OH:21]. The yield is 1.00. (2) The reactants are [CH:1]1([CH2:6][O:7][C:8]2[C:9]([NH2:21])=[N:10][CH:11]=[C:12]([O:14][C:15]3[CH:20]=[CH:19][CH:18]=[CH:17][CH:16]=3)[CH:13]=2)[CH2:5][CH2:4][CH2:3][CH2:2]1.[C:22](N1C=CN=C1)([N:24]1C=CN=C1)=[S:23].[NH4+].[OH-].O. The catalyst is C1COCC1. The product is [CH:1]1([CH2:6][O:7][C:8]2[C:9]([NH:21][C:22]([NH2:24])=[S:23])=[N:10][CH:11]=[C:12]([O:14][C:15]3[CH:20]=[CH:19][CH:18]=[CH:17][CH:16]=3)[CH:13]=2)[CH2:2][CH2:3][CH2:4][CH2:5]1. The yield is 0.700. (3) The reactants are [C:1]1([NH:7][C:8]([C:10]2([C:13]([OH:15])=[O:14])[CH2:12][CH2:11]2)=[O:9])[CH:6]=[CH:5][CH:4]=[CH:3][CH:2]=1.[CH3:16][O:17]C1C=CC(N)=CC=1. No catalyst specified. The product is [CH3:16][O:17][C:6]1[CH:5]=[CH:4][CH:3]=[CH:2][C:1]=1[NH:7][C:8]([C:10]1([C:13]([OH:15])=[O:14])[CH2:11][CH2:12]1)=[O:9]. The yield is 0.680. (4) The reactants are CON(C)[C:4](=[O:12])[CH2:5][CH:6]([CH3:11])[CH2:7][C:8]([OH:10])=[O:9].[CH3:14][Li].Cl. The catalyst is C1COCC1. The product is [CH3:11][CH:6]([CH2:5][C:4](=[O:12])[CH3:14])[CH2:7][C:8]([OH:10])=[O:9]. The yield is 1.00.